From a dataset of Reaction yield outcomes from USPTO patents with 853,638 reactions. Predict the reaction yield, written as a fraction of the theoretical maximum amount of product (1.0 means a 100% yield; for example, 0.34 means a 34% yield). (1) The reactants are [CH:1]([C:4]1[CH:9]=[CH:8][CH:7]=[CH:6][C:5]=1[NH:10][C:11]([NH:13]/[N:14]=[CH:15]/[C:16]1[CH:21]=[CH:20][C:19]([C:22]2[N:26]=[CH:25][N:24]([C:27]3[CH:32]=[CH:31][C:30]([O:33][C:34]([F:37])([F:36])[F:35])=[CH:29][CH:28]=3)[N:23]=2)=[CH:18][CH:17]=1)=[S:12])([CH3:3])[CH3:2].[F:38][C:39]([F:51])([F:50])[C:40]1[CH:49]=[CH:48][CH:47]=[CH:46][C:41]=1[C:42](=[O:45])[CH2:43]Br. The catalyst is ClCCCl.C(OCC)(=O)C. The product is [CH:1]([C:4]1[CH:9]=[CH:8][CH:7]=[CH:6][C:5]=1[N:10]1[C:42]([C:41]2[CH:46]=[CH:47][CH:48]=[CH:49][C:40]=2[C:39]([F:38])([F:50])[F:51])([OH:45])[CH2:43][S:12]/[C:11]/1=[N:13]/[N:14]=[CH:15]\[C:16]1[CH:17]=[CH:18][C:19]([C:22]2[N:26]=[CH:25][N:24]([C:27]3[CH:28]=[CH:29][C:30]([O:33][C:34]([F:37])([F:35])[F:36])=[CH:31][CH:32]=3)[N:23]=2)=[CH:20][CH:21]=1)([CH3:3])[CH3:2]. The yield is 0.380. (2) The reactants are [CH2:1]1[C:5]2([CH2:10][CH2:9][N:8]([C:11]([O:13][C:14]([CH3:17])([CH3:16])[CH3:15])=[O:12])[CH2:7][CH2:6]2)[CH2:4][CH:3]([C:18]([O:20][CH2:21][CH3:22])=[O:19])[NH:2]1.CN(C(ON1N=NC2C=CC=NC1=2)=[N+](C)C)C.F[P-](F)(F)(F)(F)F.[CH3:47][O:48][C:49]([NH:51][C@H:52]([C:56](O)=[O:57])[CH:53]([CH3:55])[CH3:54])=[O:50].CCN(C(C)C)C(C)C. The catalyst is C(Cl)Cl. The product is [CH3:47][O:48][C:49]([NH:51][C@H:52]([C:56]([N:2]1[CH:3]([C:18]([O:20][CH2:21][CH3:22])=[O:19])[CH2:4][C:5]2([CH2:6][CH2:7][N:8]([C:11]([O:13][C:14]([CH3:17])([CH3:16])[CH3:15])=[O:12])[CH2:9][CH2:10]2)[CH2:1]1)=[O:57])[CH:53]([CH3:54])[CH3:55])=[O:50]. The yield is 0.550. (3) The reactants are Br[CH2:2][CH2:3][CH2:4][N:5]1[CH2:10][CH2:9][O:8][CH2:7][CH2:6]1.C(#N)C.[N:14]1([C:20]([O:22][C:23]([CH3:26])([CH3:25])[CH3:24])=[O:21])[CH2:19][CH2:18][NH:17][CH2:16][CH2:15]1. No catalyst specified. The product is [O:8]1[CH2:9][CH2:10][N:5]([CH2:4][CH2:3][CH2:2][N:17]2[CH2:16][CH2:15][N:14]([C:20]([O:22][C:23]([CH3:26])([CH3:25])[CH3:24])=[O:21])[CH2:19][CH2:18]2)[CH2:6][CH2:7]1. The yield is 0.690. (4) The reactants are [CH3:1][O:2][C:3]([NH2:5])=N.Cl.C[O:8][C:9](=O)[CH2:10][C:11]#[N:12].[CH3:14][O-].[Na+]. The catalyst is CO. The product is [CH3:1][O:2][CH:3]1[CH2:14][C:11](=[NH:12])[CH2:10][C:9](=[O:8])[NH:5]1. The yield is 0.760.